This data is from NCI-60 drug combinations with 297,098 pairs across 59 cell lines. The task is: Regression. Given two drug SMILES strings and cell line genomic features, predict the synergy score measuring deviation from expected non-interaction effect. Synergy scores: CSS=12.9, Synergy_ZIP=-5.32, Synergy_Bliss=2.28, Synergy_Loewe=-0.0259, Synergy_HSA=1.56. Drug 1: C1CC(C1)(C(=O)O)C(=O)O.[NH2-].[NH2-].[Pt+2]. Cell line: SW-620. Drug 2: CN(C(=O)NC(C=O)C(C(C(CO)O)O)O)N=O.